Task: Predict the reaction yield, written as a fraction of the theoretical maximum amount of product (1.0 means a 100% yield; for example, 0.34 means a 34% yield).. Dataset: Reaction yield outcomes from USPTO patents with 853,638 reactions The reactants are [C:1]([O:6]C(=O)C(C)=C)(=[O:5])[C:2]([CH3:4])=[CH2:3].C(#N)C.[Br:15][C:16]([F:26])([F:25])[C:17]([F:24])([F:23])[CH2:18][CH2:19][CH2:20][CH2:21]O.C(N(CC)CC)C. The yield is 0.900. The catalyst is O. The product is [C:1]([OH:6])(=[O:5])[C:2]([CH3:4])=[CH2:3].[Br:15][C:16]([F:25])([F:26])[C:17]([F:23])([F:24])[CH2:18][CH2:19][CH2:20][CH3:21].